Binary Classification. Given a miRNA mature sequence and a target amino acid sequence, predict their likelihood of interaction. From a dataset of Experimentally validated miRNA-target interactions with 360,000+ pairs, plus equal number of negative samples. (1) The miRNA is mmu-miR-1902 with sequence AGAGGUGCAGUAGGCAUGACUU. The protein sequence of the target gene is MAAAAARVVLSSAARRRLWGFSESLLIRGAAGRSLYFGENRLRSTQAATQVVLNVPETRVTCLESGLRVASEDSGLSTCTVGLWIDAGSRYENEKNNGTAHFLEHMAFKGTKKRSQLDLELEIENMGAHLNAYTSREQTVYYAKAFSKDLPRAVEILADIIQNSTLGEAEIERERGVILREMQEVETNLQEVVFDYLHATAYQNTALGRTILGPTENIKSISRKDLVDYITTHYKGPRIVLAAAGGVSHDELLDLAKFHFGDSLCTHKGEIPALPPCKFTGSEIRVRDDKMPLAHLAIAV.... Result: 0 (no interaction). (2) The protein sequence of the target gene is MSSYFVNPLFSKYKGGESLEPAYYDCRFPQSVGRSHALVYGPGGSAPGFQHASHHVQDFFHHGTSGISNSGYQQNPCSLSCHGDASKFYGYEALPRQSLYGAQQEASVVQYPDCKSSANTNSSEGQGHLNQNSSPSLMFPWMRPHAPGRRSGRQTYSRYQTLELEKEFLFNPYLTRKRRIEVSHALGLTERQVKIWFQNRRMKWKKENNKDKLPGARDEEKVEEEGNEEEEKEEEEKEENKD. Result: 1 (interaction). The miRNA is mmu-miR-466k with sequence UGUGUGUGUACAUGUACAUGUGA. (3) The miRNA is hsa-miR-101-5p with sequence CAGUUAUCACAGUGCUGAUGCU. The protein sequence of the target gene is MENSHPHHHHQQPPPQPGPSGERRNHHWRSYKLMIDPALKKGHHKLYRYDGQHFSLAMSSNRPVEIVEDPRVVGIWTKNKELELSVPKFKIDEFYVGPVPPKQVTFAKLNDNVRENFLRDMCKKYGEVEEVEILYNPKTKKHLGIAKVVFATVRGAKEAVQHLHSTSVMGNIIHVELDTKGETRMRFYELLVTGRYTPQTLPVGELDAISPIVSETLQLSDALKRLKDGSLSAGCGSGSSSVTPNSGGTPFSQDTAYSSCRLDTPNSYGQGTPITPRLGTPFSQDSSYSSRQPTPSYLFS.... Result: 0 (no interaction). (4) The miRNA is hsa-miR-216a-5p with sequence UAAUCUCAGCUGGCAACUGUGA. The protein sequence of the target gene is MAMTWIVFSLWPLTVFMGHIGGHSLFSCEPITLRMCQDLPYNTTFMPNLLNHYDQQTAALAMEPFHPMVNLDCSRDFRPFLCALYAPICMEYGRVTLPCRRLCQRAYSECSKLMEMFGVPWPEDMECSRFPDCDEPYPRLVDLNLAGEPTEGAPVAVQRDYGFWCPRELKIDPDLGYSFLHVRDCSPPCPNMYFRREELSFARYFIGLISIICLSATLFTFLTFLIDVTRFRYPERPIIFYAVCYMMVSLIFFIGFLLEDRVACNASIPAQYKASTVTQGSHNKACTMLFMILYFFTMAG.... Result: 0 (no interaction). (5) The miRNA is hsa-miR-567 with sequence AGUAUGUUCUUCCAGGACAGAAC. The protein sequence of the target gene is MMAALYPSTDLSGVSSSSLPSSPSSSSPNEVMALKDVREVKEENTLNEKLFLLACDKGDYYMVKKILEENSSGDLNINCVDVLGRNAVTITIENESLDILQLLLDYGCQKLMERIQNPEYSTTMDVAPVILAAHRNNYEILTMLLKQDVALPKPHAVGCECTLCSAKNKKDSLRHSRFRLDIYRCLASPALIMLTEEDPILRAFELSADLKELSLVEVEFWNDYEELARQCKMFAKDLLAQARNSRELEVILNHTSSDEPLDKRGLLEERMNLSRLKLAIKYNQKEFVSQSNCQQFLNTV.... Result: 0 (no interaction).